From a dataset of Full USPTO retrosynthesis dataset with 1.9M reactions from patents (1976-2016). Predict the reactants needed to synthesize the given product. (1) Given the product [O:11]=[C:8]1[CH2:7][CH2:6][CH:5]([N:12]2[CH2:13][CH:14]([NH:16][C:17](=[O:34])[CH2:18][NH:19][C:20]3[C:29]4[C:24](=[CH:25][CH:26]=[C:27]([C:30]([F:31])([F:33])[F:32])[CH:28]=4)[N:23]=[CH:22][N:21]=3)[CH2:15]2)[CH2:10][CH2:9]1, predict the reactants needed to synthesize it. The reactants are: O1[C:5]2([CH2:10][CH2:9][C:8](=[O:11])[CH2:7][CH2:6]2)OCC1.[NH:12]1[CH2:15][CH:14]([NH:16][C:17](=[O:34])[CH2:18][NH:19][C:20]2[C:29]3[C:24](=[CH:25][CH:26]=[C:27]([C:30]([F:33])([F:32])[F:31])[CH:28]=3)[N:23]=[CH:22][N:21]=2)[CH2:13]1.[BH-](OC(C)=O)(OC(C)=O)OC(C)=O.[Na+]. (2) Given the product [F:1][C:2]1[CH:3]=[C:4]2[C:8](=[CH:9][CH:10]=1)[C:7](=[O:11])[C:6]1([CH2:21][CH2:20][N:16]([C:15]([O:14][CH2:12][CH3:13])=[O:23])[CH2:17][CH2:18]1)[CH2:5]2, predict the reactants needed to synthesize it. The reactants are: [F:1][C:2]1[CH:3]=[C:4]2[C:8](=[CH:9][CH:10]=1)[C:7](=[O:11])[CH2:6][CH2:5]2.[CH2:12]([O:14][C:15](=[O:23])[N:16]([CH2:20][CH2:21]Br)[CH2:17][CH2:18]Br)[CH3:13].[H-].[Na+]. (3) Given the product [C:71]([O:75][C:76]([N:78]1[C@H:82]([C:83]([O:85][CH3:86])=[O:84])[CH2:81][C@H:80]([C:87]2[CH:96]=[C:95]3[C:90]([CH2:91][C@@H:92]([C:104]([O:106][CH3:107])=[O:105])[N:93]([C:97]([O:99][C:100]([CH3:102])([CH3:101])[CH3:103])=[O:98])[CH2:94]3)=[CH:89][CH:88]=2)[CH2:79]1)=[O:77])([CH3:74])([CH3:72])[CH3:73], predict the reactants needed to synthesize it. The reactants are: CC(C)(C)[C@H](NC(=O)[C@@H](NC)C)C(N1[C@H](C(N[C@H]2C3C(=CC=CC=3)CCC2)=O)CC2C(=CC(N[C@H]3C[C@@H](C(=O)N[C@H]4C5C(=CC=CC=5)CCC4)N(C(=O)[C@@H](NC(=O)[C@@H](NC)C)C(C)(C)C)C3)=CC=2)C1)=O.[C:71]([O:75][C:76]([N:78]1[C@H:82]([C:83]([O:85][CH3:86])=[O:84])[CH:81]=[C:80]([C:87]2[CH:96]=[C:95]3[C:90]([CH2:91][C@@H:92]([C:104]([O:106][CH3:107])=[O:105])[N:93]([C:97]([O:99][C:100]([CH3:103])([CH3:102])[CH3:101])=[O:98])[CH2:94]3)=[CH:89][CH:88]=2)[CH2:79]1)=[O:77])([CH3:74])([CH3:73])[CH3:72]. (4) The reactants are: [OH:1][C:2]1([C:5]([OH:7])=O)[CH2:4][CH2:3]1.[O:8]1[CH2:11][CH:10]([N:12]2[CH2:17][CH2:16][N:15]([C:18]3[CH:23]=[CH:22][C:21]([NH:24][C:25]4[N:30]=[CH:29][N:28]=[C:27]([C:31]5[CH:32]=[CH:33][C:34]([O:39][C@@H:40]6[CH2:44][CH2:43][NH:42][CH2:41]6)=[C:35]([CH:38]=5)[C:36]#[N:37])[N:26]=4)=[CH:20][CH:19]=3)[CH2:14][CH2:13]2)[CH2:9]1. Given the product [OH:1][C:2]1([C:5]([N:42]2[CH2:43][CH2:44][C@@H:40]([O:39][C:34]3[CH:33]=[CH:32][C:31]([C:27]4[N:26]=[C:25]([NH:24][C:21]5[CH:22]=[CH:23][C:18]([N:15]6[CH2:14][CH2:13][N:12]([CH:10]7[CH2:9][O:8][CH2:11]7)[CH2:17][CH2:16]6)=[CH:19][CH:20]=5)[N:30]=[CH:29][N:28]=4)=[CH:38][C:35]=3[C:36]#[N:37])[CH2:41]2)=[O:7])[CH2:4][CH2:3]1, predict the reactants needed to synthesize it.